From a dataset of Forward reaction prediction with 1.9M reactions from USPTO patents (1976-2016). Predict the product of the given reaction. (1) Given the reactants [Cl:1][C:2]1[N:3]=[C:4]([C:9]([NH:11][C:12]2[CH:33]=[CH:32][C:15]3[N:16]([CH2:20][C:21]4[CH:31]=[CH:30][CH:29]=[CH:28][C:22]=4[C:23]([O:25]CC)=[O:24])[CH2:17][CH2:18][O:19][C:14]=3[CH:13]=2)=[O:10])[NH:5][C:6]=1[CH2:7][CH3:8].[OH-].[Li+].CO, predict the reaction product. The product is: [Cl:1][C:2]1[N:3]=[C:4]([C:9]([NH:11][C:12]2[CH:33]=[CH:32][C:15]3[N:16]([CH2:20][C:21]4[CH:31]=[CH:30][CH:29]=[CH:28][C:22]=4[C:23]([OH:25])=[O:24])[CH2:17][CH2:18][O:19][C:14]=3[CH:13]=2)=[O:10])[NH:5][C:6]=1[CH2:7][CH3:8]. (2) Given the reactants [Br:1][C:2]1[CH:7]=[CH:6][C:5]([OH:8])=[CH:4][C:3]=1[F:9].Cl.Cl[CH2:12][CH2:13][CH2:14][N:15]1[CH2:20][CH2:19][CH2:18][CH2:17][CH2:16]1, predict the reaction product. The product is: [Br:1][C:2]1[CH:7]=[CH:6][C:5]([O:8][CH2:12][CH2:13][CH2:14][N:15]2[CH2:20][CH2:19][CH2:18][CH2:17][CH2:16]2)=[CH:4][C:3]=1[F:9]. (3) Given the reactants [CH3:1][O:2][C:3](=[O:31])[CH2:4][C:5]1[CH:10]=[CH:9][C:8]([CH2:11][N:12]2[C:16]3[CH:17]=[C:18]([F:22])[C:19]([F:21])=[CH:20][C:15]=3[N:14]=[C:13]2[C:23]2[CH:28]=[CH:27][C:26]([Cl:29])=[CH:25][C:24]=2[OH:30])=[CH:7][CH:6]=1.Br[CH2:33][CH:34]1[CH2:38][CH2:37][CH2:36][CH2:35]1, predict the reaction product. The product is: [CH3:1][O:2][C:3](=[O:31])[CH2:4][C:5]1[CH:10]=[CH:9][C:8]([CH2:11][N:12]2[C:16]3[CH:17]=[C:18]([F:22])[C:19]([F:21])=[CH:20][C:15]=3[N:14]=[C:13]2[C:23]2[CH:28]=[CH:27][C:26]([Cl:29])=[CH:25][C:24]=2[O:30][CH2:33][CH:34]2[CH2:38][CH2:37][CH2:36][CH2:35]2)=[CH:7][CH:6]=1. (4) The product is: [C:30]([OH:2])(=[O:31])[CH3:32].[CH2:19]([NH:18][C:16]1[NH:15][C:13]([NH:12][CH2:11][C:10]2[CH:9]=[CH:8][C:7]([CH3:6])=[CH:28][CH:27]=2)=[N:14][C:30]([CH3:32])([CH3:29])[N:17]=1)[CH2:20][CH2:21][CH2:22][CH2:23][CH2:24][CH2:25][CH3:26]. Given the reactants C[OH:2].Cl.Cl.Cl.[CH3:6][C:7]1[CH:28]=[CH:27][C:10]([CH2:11][NH:12][C:13]([NH:15][C:16]([NH:18][CH2:19][CH2:20][CH2:21][CH2:22][CH2:23][CH2:24][CH2:25][CH3:26])=[NH:17])=[NH:14])=[CH:9][CH:8]=1.[CH3:29][C:30]([CH3:32])=[O:31], predict the reaction product. (5) Given the reactants Cl[C:2]1[C:7]([CH3:8])=[C:6]([Cl:9])[N:5]=[CH:4][N:3]=1.[CH3:10][O:11][C:12]([C:14]1[CH:15]=[C:16]2[C:20](=[CH:21][CH:22]=1)[NH:19][CH2:18][CH2:17]2)=[O:13], predict the reaction product. The product is: [Cl:9][C:6]1[N:5]=[CH:4][N:3]=[C:2]([N:19]2[C:20]3[C:16](=[CH:15][C:14]([C:12]([O:11][CH3:10])=[O:13])=[CH:22][CH:21]=3)[CH2:17][CH2:18]2)[C:7]=1[CH3:8]. (6) Given the reactants [C:1]([C:4]1[N:5]=[C:6]2[N:16]([CH:17]=1)[CH2:15][CH2:14][O:13][C:12]1[C:7]2=[CH:8][C:9]([C:19]#[C:20][C:21]([OH:27])([CH3:26])[C:22]([O:24]C)=O)=[C:10]([F:18])[CH:11]=1)(=[O:3])[NH2:2].[CH:28]1([NH2:31])[CH2:30][CH2:29]1, predict the reaction product. The product is: [CH:28]1([NH:31][C:22]([C:21]([OH:27])([CH3:26])[C:20]#[C:19][C:9]2[C:10]([F:18])=[CH:11][C:12]3[O:13][CH2:14][CH2:15][N:16]4[C:6](=[N:5][C:4]([C:1]([NH2:2])=[O:3])=[CH:17]4)[C:7]=3[CH:8]=2)=[O:24])[CH2:30][CH2:29]1. (7) Given the reactants C[Si](I)(C)C.[CH3:6][C@H:7]([O:11][C:12]1[CH:13]=[C:14]([CH:25]=[C:26]([O:28][C:29]2[CH:41]=[CH:40][C:32]3[C:33](=[O:39])[N:34]([CH3:38])[CH2:35][CH2:36][O:37][C:31]=3[CH:30]=2)[CH:27]=1)[C:15]([NH:17][C:18]1[CH:23]=[N:22][C:21]([CH3:24])=[CH:20][N:19]=1)=[O:16])[CH2:8][O:9]C.C(=O)([O-])O.[Na+], predict the reaction product. The product is: [OH:9][CH2:8][C@@H:7]([O:11][C:12]1[CH:13]=[C:14]([CH:25]=[C:26]([O:28][C:29]2[CH:41]=[CH:40][C:32]3[C:33](=[O:39])[N:34]([CH3:38])[CH2:35][CH2:36][O:37][C:31]=3[CH:30]=2)[CH:27]=1)[C:15]([NH:17][C:18]1[CH:23]=[N:22][C:21]([CH3:24])=[CH:20][N:19]=1)=[O:16])[CH3:6]. (8) Given the reactants [S:1]([O:5][CH2:6][CH2:7][CH2:8][CH2:9][CH2:10][CH2:11][CH2:12][CH2:13][CH2:14][CH2:15][CH2:16][F:17])(=[O:4])(=[O:3])[CH3:2].[C:18]1([P:24]([C:31]2[CH:36]=[CH:35][CH:34]=[CH:33][CH:32]=2)[C:25]2[CH:30]=[CH:29][CH:28]=[CH:27][CH:26]=2)[CH:23]=[CH:22][CH:21]=[CH:20][CH:19]=1, predict the reaction product. The product is: [S:1]([O-:5])(=[O:4])(=[O:3])[CH3:2].[F:17][CH2:16][CH2:15][CH2:14][CH2:13][CH2:12][CH2:11][CH2:10][CH2:9][CH2:8][CH2:7][CH2:6][P+:24]([C:25]1[CH:26]=[CH:27][CH:28]=[CH:29][CH:30]=1)([C:31]1[CH:36]=[CH:35][CH:34]=[CH:33][CH:32]=1)[C:18]1[CH:19]=[CH:20][CH:21]=[CH:22][CH:23]=1. (9) Given the reactants [CH2:1]([O:3][C:4]1[N:9]=[CH:8][C:7]([C:10]([OH:12])=O)=[CH:6][CH:5]=1)[CH3:2].Cl.[Cl:14][C:15]1[CH:16]=[C:17]([NH:27]C(=O)C2C=CN=C(OCC)C=2)[CH:18]=[CH:19][C:20]=1[C@H:21]1[O:26][CH2:25][CH2:24][NH:23][CH2:22]1, predict the reaction product. The product is: [ClH:14].[Cl:14][C:15]1[CH:16]=[C:17]([NH:27][C:10](=[O:12])[C:7]2[CH:6]=[CH:5][C:4]([O:3][CH2:1][CH3:2])=[N:9][CH:8]=2)[CH:18]=[CH:19][C:20]=1[C@H:21]1[O:26][CH2:25][CH2:24][NH:23][CH2:22]1. (10) Given the reactants [C:1]([C:5]1[O:9][N:8]=[C:7]([NH:10][C:11]([NH:13][C:14]2[CH:19]=[CH:18][CH:17]=[C:16]([O:20][C:21]3[C:30]4[C:25](=[CH:26][CH:27]=[C:28]([C:31]5[O:32][C:33]([CH:36]=O)=[CH:34][CH:35]=5)[CH:29]=4)[N:24]=[CH:23][N:22]=3)[CH:15]=2)=[O:12])[CH:6]=1)([CH3:4])([CH3:3])[CH3:2].[CH3:38][S:39]([CH2:42][CH2:43][NH2:44])(=[O:41])=[O:40].[O-]S([O-])(=O)=O.[Mg+2].[BH-](OC(C)=O)(OC(C)=O)OC(C)=O.[Na+], predict the reaction product. The product is: [C:1]([C:5]1[O:9][N:8]=[C:7]([NH:10][C:11]([NH:13][C:14]2[CH:19]=[CH:18][CH:17]=[C:16]([O:20][C:21]3[C:30]4[C:25](=[CH:26][CH:27]=[C:28]([C:31]5[O:32][C:33]([CH2:36][NH:44][CH2:43][CH2:42][S:39]([CH3:38])(=[O:41])=[O:40])=[CH:34][CH:35]=5)[CH:29]=4)[N:24]=[CH:23][N:22]=3)[CH:15]=2)=[O:12])[CH:6]=1)([CH3:3])([CH3:2])[CH3:4].